This data is from Catalyst prediction with 721,799 reactions and 888 catalyst types from USPTO. The task is: Predict which catalyst facilitates the given reaction. (1) Reactant: C([O:8][C:9]1[C:18](=[O:19])[C:17]2[C:12](=[CH:13][C:14]([CH2:20][CH2:21][CH:22]([CH3:29])[CH2:23][CH2:24][CH2:25][CH:26]([CH3:28])[CH3:27])=[CH:15][CH:16]=2)[O:11][C:10]=1[C:30]1[CH:35]=[C:34]([O:36]C)[C:33]([O:38]CC2C=CC=CC=2)=[C:32]([O:46]C)[CH:31]=1)C1C=CC=CC=1.B(Br)(Br)Br.CO. Product: [CH3:29][CH:22]([CH2:23][CH2:24][CH2:25][CH:26]([CH3:28])[CH3:27])[CH2:21][CH2:20][C:14]1[CH:13]=[C:12]2[C:17]([C:18](=[O:19])[C:9]([OH:8])=[C:10]([C:30]3[CH:35]=[C:34]([OH:36])[C:33]([OH:38])=[C:32]([OH:46])[CH:31]=3)[O:11]2)=[CH:16][CH:15]=1. The catalyst class is: 4. (2) Reactant: [CH2:1]([O:3][C:4]([C:6]1[C:10]([CH3:11])=[C:9]([C:12]2[CH:17]=[CH:16][C:15]([Cl:18])=[CH:14][CH:13]=2)[N:8]([C:19]2[CH:24]=[CH:23][CH:22]=[CH:21][C:20]=2[Cl:25])[N:7]=1)=[O:5])[CH3:2].[Br:26]N1C(=O)CCC1=O.CC(N=NC(C#N)(C)C)(C#N)C. Product: [CH2:1]([O:3][C:4]([C:6]1[C:10]([CH2:11][Br:26])=[C:9]([C:12]2[CH:17]=[CH:16][C:15]([Cl:18])=[CH:14][CH:13]=2)[N:8]([C:19]2[CH:24]=[CH:23][CH:22]=[CH:21][C:20]=2[Cl:25])[N:7]=1)=[O:5])[CH3:2]. The catalyst class is: 53. (3) Reactant: [OH:1][C:2]1[NH:3][C:4]2[CH:10]=[CH:9][CH:8]=[CH:7][C:5]=2[N:6]=1.Br[CH2:12][C:13]([O:15][C:16]([CH3:19])([CH3:18])[CH3:17])=[O:14].[H-].[Na+]. Product: [O:1]=[C:2]1[N:6]([CH2:12][C:13]([O:15][C:16]([CH3:19])([CH3:18])[CH3:17])=[O:14])[C:5]2[CH:7]=[CH:8][CH:9]=[CH:10][C:4]=2[NH:3]1. The catalyst class is: 3. (4) Reactant: [OH:1][CH:2]1[CH2:5][CH:4]([C:6]([O:8][CH3:9])=[O:7])[CH2:3]1.C(OC(O[C:13]([CH3:16])([CH3:15])[CH3:14])=O)(O[C:13]([CH3:16])([CH3:15])[CH3:14])=O.Cl([O-])(=O)(=O)=O.[Mg+2].Cl([O-])(=O)(=O)=O. Product: [C:13]([O:1][CH:2]1[CH2:5][CH:4]([C:6]([O:8][CH3:9])=[O:7])[CH2:3]1)([CH3:16])([CH3:15])[CH3:14]. The catalyst class is: 4. (5) Reactant: C[O:2][C:3](=O)[C:4]1[CH:9]=[CH:8][C:7]([Br:10])=[CH:6][CH:5]=1.O.[NH2:13][NH2:14]. Product: [Br:10][C:7]1[CH:8]=[CH:9][C:4]([C:3]([NH:13][NH2:14])=[O:2])=[CH:5][CH:6]=1. The catalyst class is: 14. (6) Reactant: [CH2:1]([CH:3]([C:6]1[C:7]2[N:8]([C:13]([C:17]3[CH:21]=[CH:20][S:19][C:18]=3[CH3:22])=[C:14]([CH3:16])[N:15]=2)[N:9]=[C:10]([CH3:12])[CH:11]=1)[CH2:4][CH3:5])[CH3:2].C1C(=O)N([Br:30])C(=O)C1. Product: [Br:30][C:20]1[S:19][C:18]([CH3:22])=[C:17]([C:13]2[N:8]3[N:9]=[C:10]([CH3:12])[CH:11]=[C:6]([CH:3]([CH2:4][CH3:5])[CH2:1][CH3:2])[C:7]3=[N:15][C:14]=2[CH3:16])[CH:21]=1. The catalyst class is: 2. (7) Reactant: C([O:8][NH:9][C:10](=[O:33])[CH2:11][C@H:12]([C:22]1[O:23][C:24]([CH3:32])=[C:25]([C:27]([N:29]([CH3:31])[CH3:30])=[O:28])[N:26]=1)[CH2:13][CH2:14][CH2:15][CH:16]1[CH2:21][CH2:20][CH2:19][CH2:18][CH2:17]1)C1C=CC=CC=1.C([O-])=O.[NH4+]. Product: [NH3:9].[CH:16]1([CH2:15][CH2:14][CH2:13][C@@H:12]([C:22]2[O:23][C:24]([CH3:32])=[C:25]([C:27]([N:29]([CH3:31])[CH3:30])=[O:28])[N:26]=2)[CH2:11][C:10]([NH:9][OH:8])=[O:33])[CH2:17][CH2:18][CH2:19][CH2:20][CH2:21]1. The catalyst class is: 29. (8) Reactant: [Br:1][C:2]1[CH:3]=[CH:4][C:5]([F:20])=[C:6]([C:8]([NH:14][C:15](=[O:19])[CH:16](Cl)[CH3:17])([CH2:12][OH:13])[CH:9]([F:11])[F:10])[CH:7]=1.[OH-].[K+]. Product: [Br:1][C:2]1[CH:3]=[CH:4][C:5]([F:20])=[C:6]([C:8]2([CH:9]([F:11])[F:10])[NH:14][C:15](=[O:19])[CH:16]([CH3:17])[O:13][CH2:12]2)[CH:7]=1. The catalyst class is: 10.